From a dataset of Reaction yield outcomes from USPTO patents with 853,638 reactions. Predict the reaction yield, written as a fraction of the theoretical maximum amount of product (1.0 means a 100% yield; for example, 0.34 means a 34% yield). (1) The reactants are [Cl:1][C:2]1[CH:3]=[C:4]([CH:20]=[CH:21][CH:22]=1)[CH2:5][O:6][C:7]1[CH:16]=[C:15]2[C:10]([CH:11]=[C:12]([C:17](Cl)=[O:18])[CH:13]=[N:14]2)=[CH:9][CH:8]=1.[NH2:23][CH2:24][CH2:25][NH:26][C:27](=[O:33])[O:28][C:29]([CH3:32])([CH3:31])[CH3:30].C(N(CC)CC)C. The catalyst is C1COCC1. The product is [Cl:1][C:2]1[CH:3]=[C:4]([CH:20]=[CH:21][CH:22]=1)[CH2:5][O:6][C:7]1[CH:16]=[C:15]2[C:10]([CH:11]=[C:12]([C:17]([NH:23][CH2:24][CH2:25][NH:26][C:27](=[O:33])[O:28][C:29]([CH3:31])([CH3:30])[CH3:32])=[O:18])[CH:13]=[N:14]2)=[CH:9][CH:8]=1. The yield is 0.600. (2) The reactants are [CH2:1]([O:3][C:4](=[O:24])[CH:5]=[CH:6][C:7]1[CH:12]=[CH:11][C:10]([O:13][C:14]2[CH:19]=[C:18]([O:20][CH3:21])[CH:17]=[C:16]([F:22])[CH:15]=2)=[CH:9][C:8]=1[CH3:23])[CH3:2]. The catalyst is C(OCC)(=O)C.[Pd]. The product is [CH2:1]([O:3][C:4](=[O:24])[CH2:5][CH2:6][C:7]1[CH:12]=[CH:11][C:10]([O:13][C:14]2[CH:19]=[C:18]([O:20][CH3:21])[CH:17]=[C:16]([F:22])[CH:15]=2)=[CH:9][C:8]=1[CH3:23])[CH3:2]. The yield is 0.730.